Dataset: Forward reaction prediction with 1.9M reactions from USPTO patents (1976-2016). Task: Predict the product of the given reaction. (1) Given the reactants [CH3:1][O:2][C:3]1[C:12]2[O:11][CH2:10][CH2:9][O:8][C:7]=2[C:6]([O:13][CH3:14])=[CH:5][CH:4]=1.[CH3:15][C:16](OC(C)=O)=[O:17], predict the reaction product. The product is: [CH3:14][O:13][C:6]1[C:7]2[O:8][CH2:9][CH2:10][O:11][C:12]=2[C:3]([O:2][CH3:1])=[CH:4][C:5]=1[C:16](=[O:17])[CH3:15]. (2) Given the reactants I[C:2]1[C:10]2[C:5](=[CH:6][C:7]([CH:11]=[O:12])=[CH:8][CH:9]=2)[N:4]([CH2:13][O:14][CH2:15][CH2:16][Si:17]([CH3:20])([CH3:19])[CH3:18])[N:3]=1.[CH2:21]=[CH:22][C:23]1[CH:28]=[CH:27][CH:26]=[CH:25][CH:24]=1.C(N(C(C)C)CC)(C)C.CC1C=CC=CC=1P(C1C=CC=CC=1C)C1C=CC=CC=1C, predict the reaction product. The product is: [CH:21](/[C:2]1[C:10]2[C:5](=[CH:6][C:7]([CH:11]=[O:12])=[CH:8][CH:9]=2)[N:4]([CH2:13][O:14][CH2:15][CH2:16][Si:17]([CH3:20])([CH3:19])[CH3:18])[N:3]=1)=[CH:22]\[C:23]1[CH:28]=[CH:27][CH:26]=[CH:25][CH:24]=1. (3) Given the reactants [C:1]([O:4][CH2:5][CH2:6][CH:7]1[C:11]2[CH:12]=[C:13]([C:16]3[C:24]4[C:19](=[CH:20][C:21]([F:25])=[CH:22][CH:23]=4)[N:18](C(OC(C)(C)C)=O)[CH:17]=3)[CH:14]=[CH:15][C:10]=2[S:9](=[O:34])(=[O:33])[N:8]1C(C)(C)C)(=[O:3])[CH3:2], predict the reaction product. The product is: [C:1]([O:4][CH2:5][CH2:6][CH:7]1[C:11]2[CH:12]=[C:13]([C:16]3[C:24]4[C:19](=[CH:20][C:21]([F:25])=[CH:22][CH:23]=4)[NH:18][CH:17]=3)[CH:14]=[CH:15][C:10]=2[S:9](=[O:33])(=[O:34])[NH:8]1)(=[O:3])[CH3:2]. (4) Given the reactants [CH2:1]([O:8][C:9]1[CH:16]=[CH:15][C:14](Br)=[CH:13][C:10]=1[C:11]#[N:12])[C:2]1[CH:7]=[CH:6][CH:5]=[CH:4][CH:3]=1.[B:18]([O:27]C(C)C)([O:23]C(C)C)[O:19]C(C)C.C([Li])CCC.CCCCCC.Cl, predict the reaction product. The product is: [CH2:1]([O:8][C:9]1[CH:16]=[CH:15][C:14]([O:19][B:18]([OH:27])[OH:23])=[CH:13][C:10]=1[C:11]#[N:12])[C:2]1[CH:7]=[CH:6][CH:5]=[CH:4][CH:3]=1.